Dataset: Reaction yield outcomes from USPTO patents with 853,638 reactions. Task: Predict the reaction yield, written as a fraction of the theoretical maximum amount of product (1.0 means a 100% yield; for example, 0.34 means a 34% yield). The reactants are BrC1C=C(C2C=CC=C(C3C=N[C:21]4[C:16](=[C:17]5C=CC=[CH:28][C:18]5=[C:19]5C=CC=[CH:24][C:20]5=4)N=3)C=2)C=CC=1.N1C2C(=C3C=CC=CC3=C3C=CC=CC3=2)N=C[C:33]=1C1C=C(B2OC(C)(C)C(C)(C)O2)C=CC=1.CC1C=CC=CC=1P(C1C=CC=CC=1C)C1C=CC=CC=1C.C(=O)([O-])[O-].[K+].[K+]. The yield is 0.670. The product is [C:16]1([CH3:33])[CH:17]=[C:18]([CH3:28])[CH:19]=[C:20]([CH3:24])[CH:21]=1. The catalyst is C(O)C.C1(C)C=CC=CC=1.